Dataset: Catalyst prediction with 721,799 reactions and 888 catalyst types from USPTO. Task: Predict which catalyst facilitates the given reaction. (1) Reactant: [Cl:1][C:2]1[C:3]([C:8]([CH3:13])([CH3:12])[C:9]([OH:11])=O)=[N:4][CH:5]=[CH:6][N:7]=1.[CH3:14][O:15][C:16]1[CH:17]=[C:18]([CH:22]2[CH2:24][CH:23]2[NH2:25])[CH:19]=[CH:20][CH:21]=1.CN(C(ON1N=NC2C=CC=NC1=2)=[N+](C)C)C.F[P-](F)(F)(F)(F)F.CCN(C(C)C)C(C)C. Product: [Cl:1][C:2]1[C:3]([C:8]([CH3:13])([CH3:12])[C:9]([NH:25][CH:23]2[CH2:24][CH:22]2[C:18]2[CH:19]=[CH:20][CH:21]=[C:16]([O:15][CH3:14])[CH:17]=2)=[O:11])=[N:4][CH:5]=[CH:6][N:7]=1. The catalyst class is: 85. (2) Reactant: CS(O)(=O)=O.[NH2:6][CH2:7][C:8]1[CH:9]=[C:10]2[C:14](=[CH:15][CH:16]=1)[C:13](=[O:17])[N:12]([CH:18]1[CH2:23][CH2:22][C:21](=[O:24])[NH:20][C:19]1=[O:25])[CH2:11]2.[C:26]1([N:32]=[C:33]=[O:34])[CH:31]=[CH:30][CH:29]=[CH:28][CH:27]=1.C(N(CC)CC)C.Cl. Product: [O:25]=[C:19]1[CH:18]([N:12]2[CH2:11][C:10]3[C:14](=[CH:15][CH:16]=[C:8]([CH2:7][NH:6][C:33]([NH:32][C:26]4[CH:31]=[CH:30][CH:29]=[CH:28][CH:27]=4)=[O:34])[CH:9]=3)[C:13]2=[O:17])[CH2:23][CH2:22][C:21](=[O:24])[NH:20]1. The catalyst class is: 10. (3) Reactant: [CH3:1][N:2]1[CH2:7][CH2:6][CH:5]([O:8][N:9]2C(=O)C3C(=CC=CC=3)C2=O)[CH2:4][CH2:3]1.O.NN. Product: [NH2:9][O:8][CH:5]1[CH2:6][CH2:7][N:2]([CH3:1])[CH2:3][CH2:4]1. The catalyst class is: 511. (4) Reactant: [OH:1][CH2:2][C:3]1[CH2:8][N:7]([C:9]([O:11][C:12]([CH3:15])([CH3:14])[CH3:13])=[O:10])[CH2:6][CH2:5][CH:4]=1. Product: [CH:2]([C:3]1[CH2:8][N:7]([C:9]([O:11][C:12]([CH3:15])([CH3:14])[CH3:13])=[O:10])[CH2:6][CH2:5][CH:4]=1)=[O:1]. The catalyst class is: 704. (5) Reactant: [NH2:1][C:2]1[C:3]([C:10]([OH:12])=O)=[N:4][C:5]([Cl:9])=[C:6]([NH2:8])[N:7]=1.CN(C(ON1N=NC2C=CC=NC1=2)=[N+](C)C)C.F[P-](F)(F)(F)(F)F.CN1CCOCC1.C(OC(=O)[NH:50][C@H:51]([CH2:59][NH2:60])[CH2:52][C:53]1[CH:58]=[CH:57][CH:56]=[CH:55][CH:54]=1)(C)(C)C. Product: [NH2:50][C@@H:51]([CH2:52][C:53]1[CH:58]=[CH:57][CH:56]=[CH:55][CH:54]=1)[CH2:59][NH:60][C:10]([C:3]1[C:2]([NH2:1])=[N:7][C:6]([NH2:8])=[C:5]([Cl:9])[N:4]=1)=[O:12]. The catalyst class is: 3.